The task is: Regression. Given a target protein amino acid sequence and a drug SMILES string, predict the binding affinity score between them. We predict pIC50 (pIC50 = -log10(IC50 in M); higher means more potent). Dataset: bindingdb_ic50.. This data is from Drug-target binding data from BindingDB using IC50 measurements. The drug is Nc1cc2c3c(c1)c(C(F)(F)F)c(CCCc1ccccc1)n3CCC2. The target protein (Q9WVG5) has sequence MRNTVFLLGFWSVYCYFPAGSITTLRPQGSLRDEHHKPTGVPATARPSVAFNIRTSKDPEQEGCNLSLGDSKLLENCGFNMTAKTFFIIHGWTMSGMFESWLHKLVSALQMREKDANVVVVDWLPLAHQLYTDAVNNTRVVGQRVAGMLDWLQEKEEFSLGNVHLIGYSLGAHVAGYAGNFVKGTVGRITGLDPAGPMFEGVDINRRLSPDDADFVDVLHTYTLSFGLSIGIRMPVGHIDIYPNGGDFQPGCGFNDVIGSFAYGTISEMVKCEHERAVHLFVDSLVNQDKPSFAFQCTDSSRFKRGICLSCRKNRCNNIGYNAKKMRKKRNSKMYLKTRAGMPFKVYHYQLKVHMFSYNNSGDTQPTLYITLYGSNADSQNLPLEIVEKIELNATNTFLVYTEEDLGDLLKMRLTWEGVAHSWYNLWNEFRNYLSQPSNPSRELYIRRIRVKSGETQRKVTFCTQDPTKSSISPGQELWFHKCQDGWKMKNKTSPFVNLA.... The pIC50 is 8.4.